Dataset: Forward reaction prediction with 1.9M reactions from USPTO patents (1976-2016). Task: Predict the product of the given reaction. (1) Given the reactants [CH2:1]([OH:6])[CH:2]([OH:5])[CH2:3][OH:4].[CH2:7]([OH:12])[CH:8]([OH:11])[CH2:9][OH:10].[CH2:13]([OH:18])[CH:14]([OH:17])[CH2:15][OH:16].[CH2:19]([OH:24])[CH:20]([OH:23])[CH2:21][OH:22].[C:25](O)(=O)[CH2:26][CH2:27][CH2:28][CH2:29][CH3:30].CCN=C=NCCCN(C)C.Cl, predict the reaction product. The product is: [CH2:25]([CH:2]([CH2:1][CH2:7][CH2:8][CH3:9])[C:3]([OH:4])=[O:16])[CH2:26][CH2:27][CH2:28][CH2:29][CH3:30].[OH:24][CH2:19][CH:20]([CH2:21][OH:22])[OH:23].[OH:18][CH2:13][CH:14]([CH2:15][OH:16])[OH:17].[OH:12][CH2:7][CH:8]([CH2:9][OH:10])[OH:11].[OH:6][CH2:1][CH:2]([CH2:3][OH:4])[OH:5]. (2) Given the reactants [CH2:1]([NH:3][CH2:4][CH2:5][N:6]1[CH2:11][CH2:10][S:9][C:8]2[CH:12]=[C:13]([NH:16][C:17]([C:19]3[S:20][CH:21]=[CH:22][CH:23]=3)=[NH:18])[CH:14]=[CH:15][C:7]1=2)[CH3:2].[ClH:24], predict the reaction product. The product is: [ClH:24].[ClH:24].[CH2:1]([NH:3][CH2:4][CH2:5][N:6]1[CH2:11][CH2:10][S:9][C:8]2[CH:12]=[C:13]([NH:16][C:17]([C:19]3[S:20][CH:21]=[CH:22][CH:23]=3)=[NH:18])[CH:14]=[CH:15][C:7]1=2)[CH3:2]. (3) The product is: [CH2:1]([O:8][C:9]([NH:11][C:12]1[C:13]([C:28]([OH:30])=[O:29])=[N:14][C:15]2[C:20]([CH:21]=1)=[CH:19][CH:18]=[C:17]([N:22]1[CH2:23][CH2:24][O:25][CH2:26][CH2:27]1)[CH:16]=2)=[O:10])[C:2]1[CH:7]=[CH:6][CH:5]=[CH:4][CH:3]=1. Given the reactants [CH2:1]([O:8][C:9]([NH:11][C:12]1[C:13]([C:28]([O:30]CC)=[O:29])=[N:14][C:15]2[C:20]([CH:21]=1)=[CH:19][CH:18]=[C:17]([N:22]1[CH2:27][CH2:26][O:25][CH2:24][CH2:23]1)[CH:16]=2)=[O:10])[C:2]1[CH:7]=[CH:6][CH:5]=[CH:4][CH:3]=1.[OH-].[Na+].Cl, predict the reaction product. (4) The product is: [OH:45][C:46]([CH3:50])([CH3:49])[CH2:47][NH:48][C:21]([C:17]1[N:18]([CH3:20])[N:19]=[C:15]([NH:14][CH2:13][C:12]2[C:8]([C:5]3[CH:6]=[CH:7][C:2]([F:1])=[CH:3][CH:4]=3)=[N:9][O:10][C:11]=2[CH3:24])[CH:16]=1)=[O:23]. Given the reactants [F:1][C:2]1[CH:7]=[CH:6][C:5]([C:8]2[C:12]([CH2:13][NH:14][C:15]3[CH:16]=[C:17]([C:21]([OH:23])=O)[N:18]([CH3:20])[N:19]=3)=[C:11]([CH3:24])[O:10][N:9]=2)=[CH:4][CH:3]=1.O.ON1C2C=CC=CC=2N=N1.C(N(C(C)C)C(C)C)C.[OH:45][C:46]([CH3:50])([CH3:49])[CH2:47][NH2:48].[Cl-].[Na+], predict the reaction product. (5) Given the reactants Br[C:2]1[N:7]=[CH:6][C:5]([C:8]#[C:9][C:10]2[CH:15]=[CH:14][CH:13]=[CH:12][CH:11]=2)=[CH:4][N:3]=1.[CH3:16][O:17][CH2:18][CH2:19][CH2:20][N:21]1[CH:25]2[CH2:26][CH2:27][CH2:28][CH:24]2[NH:23][C:22]1=[O:29].C(=O)([O-])[O-].[Cs+].[Cs+], predict the reaction product. The product is: [CH3:16][O:17][CH2:18][CH2:19][CH2:20][N:21]1[CH:25]2[CH2:26][CH2:27][CH2:28][CH:24]2[N:23]([C:2]2[N:7]=[CH:6][C:5]([C:8]#[C:9][C:10]3[CH:15]=[CH:14][CH:13]=[CH:12][CH:11]=3)=[CH:4][N:3]=2)[C:22]1=[O:29]. (6) Given the reactants O=[C:2]([CH2:13][C:14]1[CH:19]=[CH:18][CH:17]=[CH:16][N:15]=1)[C@@H:3]([NH:5][C:6](=[O:12])[O:7][C:8]([CH3:11])([CH3:10])[CH3:9])[CH3:4].O=[C:21]([C:27]1[C:28]([NH:33]C(=O)C(C)(C)C)=[N:29][CH:30]=[CH:31][CH:32]=1)[C:22]([O:24]CC)=[O:23].[OH-].[K+], predict the reaction product. The product is: [C:8]([O:7][C:6]([NH:5][CH:3]([C:2]1[C:13]([C:14]2[CH:19]=[CH:18][CH:17]=[CH:16][N:15]=2)=[C:21]([C:22]([OH:24])=[O:23])[C:27]2[C:28](=[N:29][CH:30]=[CH:31][CH:32]=2)[N:33]=1)[CH3:4])=[O:12])([CH3:11])([CH3:10])[CH3:9]. (7) Given the reactants [N:1]([CH2:4][CH2:5][CH2:6][C:7]1([C:28]2[CH:33]=[CH:32][CH:31]=[CH:30][CH:29]=2)[N:11]([C:12]([NH:14][O:15][C:16]([CH3:19])([CH3:18])[CH3:17])=[O:13])[N:10]=[C:9]([C:20]2[CH:25]=[C:24]([F:26])[CH:23]=[CH:22][C:21]=2[F:27])[S:8]1)=[N+:2]=[N-:3].I[CH3:35].[H-].[Na+], predict the reaction product. The product is: [N:1]([CH2:4][CH2:5][CH2:6][C:7]1([C:28]2[CH:33]=[CH:32][CH:31]=[CH:30][CH:29]=2)[N:11]([C:12]([N:14]([O:15][C:16]([CH3:17])([CH3:19])[CH3:18])[CH3:35])=[O:13])[N:10]=[C:9]([C:20]2[CH:25]=[C:24]([F:26])[CH:23]=[CH:22][C:21]=2[F:27])[S:8]1)=[N+:2]=[N-:3]. (8) Given the reactants [C:1]([O:5][C:6]([N:8]([CH3:14])[CH2:9][CH2:10][C:11]([OH:13])=O)=[O:7])([CH3:4])([CH3:3])[CH3:2].C(N(C(C)C)CC)(C)C.[NH2:24][C:25]1[CH:30]=[CH:29][C:28]([NH:31][C:32]2[O:36][C:35]([C:37]3[C:42]([F:43])=[CH:41][CH:40]=[CH:39][C:38]=3[F:44])=[N:34][C:33]=2[C:45]#[N:46])=[CH:27][CH:26]=1.F[P-](F)(F)(F)(F)F.N1(OC(N(C)C)=[N+](C)C)C2N=CC=CC=2N=N1, predict the reaction product. The product is: [C:45]([C:33]1[N:34]=[C:35]([C:37]2[C:38]([F:44])=[CH:39][CH:40]=[CH:41][C:42]=2[F:43])[O:36][C:32]=1[NH:31][C:28]1[CH:27]=[CH:26][C:25]([NH:24][C:11](=[O:13])[CH2:10][CH2:9][N:8]([CH3:14])[C:6](=[O:7])[O:5][C:1]([CH3:2])([CH3:3])[CH3:4])=[CH:30][CH:29]=1)#[N:46]. (9) The product is: [OH:26][CH2:14][CH2:13][CH2:12][C:15]1[C:24]2[O:23][CH2:22][C:21](=[O:25])[NH:20][C:19]=2[CH:18]=[CH:17][CH:16]=1. Given the reactants C(BC(C(C)C)C)(C(C)C)C.[CH2:12]([C:15]1[C:24]2[O:23][CH2:22][C:21](=[O:25])[NH:20][C:19]=2[CH:18]=[CH:17][CH:16]=1)[CH:13]=[CH2:14].[OH-:26].[Na+].OO, predict the reaction product.